The task is: Regression. Given two drug SMILES strings and cell line genomic features, predict the synergy score measuring deviation from expected non-interaction effect.. This data is from NCI-60 drug combinations with 297,098 pairs across 59 cell lines. (1) Drug 1: CC1=C(C(CCC1)(C)C)C=CC(=CC=CC(=CC(=O)O)C)C. Drug 2: CCC1(C2=C(COC1=O)C(=O)N3CC4=CC5=C(C=CC(=C5CN(C)C)O)N=C4C3=C2)O.Cl. Cell line: TK-10. Synergy scores: CSS=30.3, Synergy_ZIP=-4.80, Synergy_Bliss=-0.156, Synergy_Loewe=-22.8, Synergy_HSA=5.60. (2) Drug 1: CC1OCC2C(O1)C(C(C(O2)OC3C4COC(=O)C4C(C5=CC6=C(C=C35)OCO6)C7=CC(=C(C(=C7)OC)O)OC)O)O. Drug 2: CC1C(C(CC(O1)OC2CC(OC(C2O)C)OC3=CC4=CC5=C(C(=O)C(C(C5)C(C(=O)C(C(C)O)O)OC)OC6CC(C(C(O6)C)O)OC7CC(C(C(O7)C)O)OC8CC(C(C(O8)C)O)(C)O)C(=C4C(=C3C)O)O)O)O. Cell line: UO-31. Synergy scores: CSS=16.7, Synergy_ZIP=-4.80, Synergy_Bliss=0.944, Synergy_Loewe=1.94, Synergy_HSA=1.98. (3) Drug 1: C1C(C(OC1N2C=NC(=NC2=O)N)CO)O. Drug 2: C(CN)CNCCSP(=O)(O)O. Cell line: SF-268. Synergy scores: CSS=-4.22, Synergy_ZIP=4.88, Synergy_Bliss=4.83, Synergy_Loewe=-0.415, Synergy_HSA=-0.939. (4) Drug 1: C1C(C(OC1N2C=C(C(=O)NC2=O)F)CO)O. Drug 2: CC(C)CN1C=NC2=C1C3=CC=CC=C3N=C2N. Cell line: UACC-257. Synergy scores: CSS=1.13, Synergy_ZIP=-0.239, Synergy_Bliss=1.71, Synergy_Loewe=-0.100, Synergy_HSA=-0.107. (5) Drug 1: CC1=CC2C(CCC3(C2CCC3(C(=O)C)OC(=O)C)C)C4(C1=CC(=O)CC4)C. Drug 2: CC1=C(C(=CC=C1)Cl)NC(=O)C2=CN=C(S2)NC3=CC(=NC(=N3)C)N4CCN(CC4)CCO. Cell line: LOX IMVI. Synergy scores: CSS=26.5, Synergy_ZIP=-8.55, Synergy_Bliss=-4.51, Synergy_Loewe=-84.4, Synergy_HSA=-2.52. (6) Drug 1: CN(C)C1=NC(=NC(=N1)N(C)C)N(C)C. Drug 2: CC1C(C(CC(O1)OC2CC(CC3=C2C(=C4C(=C3O)C(=O)C5=C(C4=O)C(=CC=C5)OC)O)(C(=O)CO)O)N)O.Cl. Cell line: NCI-H522. Synergy scores: CSS=54.9, Synergy_ZIP=2.82, Synergy_Bliss=4.18, Synergy_Loewe=-24.6, Synergy_HSA=4.62. (7) Drug 1: CS(=O)(=O)OCCCCOS(=O)(=O)C. Drug 2: CCN(CC)CCCC(C)NC1=C2C=C(C=CC2=NC3=C1C=CC(=C3)Cl)OC. Cell line: SNB-75. Synergy scores: CSS=20.3, Synergy_ZIP=-8.00, Synergy_Bliss=-4.94, Synergy_Loewe=-0.0681, Synergy_HSA=0.321.